Task: Predict the reactants needed to synthesize the given product.. Dataset: Full USPTO retrosynthesis dataset with 1.9M reactions from patents (1976-2016) (1) Given the product [F:20][C:21]1[CH:31]=[CH:30][C:24]([O:25][CH:26]2[CH2:27][N:28]([C:2]3[N:7]=[C:6]([NH:8][C:9]4[CH:10]=[C:11]([CH:16]=[CH:17][CH:18]=4)[C:12]([NH:14][CH3:15])=[O:13])[CH:5]=[CH:4][N:3]=3)[CH2:29]2)=[CH:23][CH:22]=1, predict the reactants needed to synthesize it. The reactants are: Cl[C:2]1[N:7]=[C:6]([NH:8][C:9]2[CH:10]=[C:11]([CH:16]=[CH:17][CH:18]=2)[C:12]([NH:14][CH3:15])=[O:13])[CH:5]=[CH:4][N:3]=1.Cl.[F:20][C:21]1[CH:31]=[CH:30][C:24]([O:25][CH:26]2[CH2:29][NH:28][CH2:27]2)=[CH:23][CH:22]=1.C(N(C(C)C)C(C)C)C. (2) The reactants are: [Si]([O:8][CH2:9][C@H:10]1[CH2:14][CH2:13][C:12](=[O:15])[N:11]1[CH2:16][C:17]1[S:18][CH:19]=[C:20](/[CH:22]=[CH:23]/[C:24]([O:26][CH2:27][CH2:28][CH2:29][CH3:30])=[O:25])[N:21]=1)(C(C)(C)C)(C)C.Cl. Given the product [OH:8][CH2:9][C@H:10]1[CH2:14][CH2:13][C:12](=[O:15])[N:11]1[CH2:16][C:17]1[S:18][CH:19]=[C:20](/[CH:22]=[CH:23]/[C:24]([O:26][CH2:27][CH2:28][CH2:29][CH3:30])=[O:25])[N:21]=1, predict the reactants needed to synthesize it. (3) Given the product [Cl:1][CH2:2][CH2:3][CH2:4][O:5][C:6]1[CH:15]=[CH:14][C:9]([C:10]([OH:12])=[O:11])=[CH:8][CH:7]=1, predict the reactants needed to synthesize it. The reactants are: [Cl:1][CH2:2][CH2:3][CH2:4][O:5][C:6]1[CH:15]=[CH:14][C:9]([C:10]([O:12]C)=[O:11])=[CH:8][CH:7]=1.[OH-].[Na+]. (4) The reactants are: [Br:1][C:2]1[C:6]2[CH:7]=[N:8][C:9](C(O)=O)=[CH:10][C:5]=2[N:4]([C:14]([C:27]2[CH:32]=[CH:31][CH:30]=[CH:29][CH:28]=2)([C:21]2[CH:26]=[CH:25][CH:24]=[CH:23][CH:22]=2)[C:15]2[CH:20]=[CH:19][CH:18]=[CH:17][CH:16]=2)[N:3]=1.C1(P([N:47]=[N+]=[N-])(C2C=CC=CC=2)=O)C=CC=CC=1.[OH-].[K+]. Given the product [Br:1][C:2]1[C:6]2[CH:7]=[N:8][C:9]([NH2:47])=[CH:10][C:5]=2[N:4]([C:14]([C:15]2[CH:16]=[CH:17][CH:18]=[CH:19][CH:20]=2)([C:21]2[CH:22]=[CH:23][CH:24]=[CH:25][CH:26]=2)[C:27]2[CH:28]=[CH:29][CH:30]=[CH:31][CH:32]=2)[N:3]=1, predict the reactants needed to synthesize it. (5) Given the product [Cl:13][C:14]1[CH:15]=[CH:16][C:17]([CH:20]([CH2:26][C:25]2[NH:1][C:2]3[CH:3]=[C:4]([C:5]([O:7][CH3:8])=[O:6])[CH:9]=[CH:10][C:11]=3[N:12]=2)[CH2:21][C:22]([OH:24])=[O:23])=[CH:18][CH:19]=1.[ClH:13], predict the reactants needed to synthesize it. The reactants are: [NH2:1][C:2]1[CH:3]=[C:4]([CH:9]=[CH:10][C:11]=1[NH2:12])[C:5]([O:7][CH3:8])=[O:6].[Cl:13][C:14]1[CH:19]=[CH:18][C:17]([CH:20]2[CH2:26][C:25](=O)[O:24][C:22](=[O:23])[CH2:21]2)=[CH:16][CH:15]=1. (6) The reactants are: [CH3:1][N:2]1[CH:6]=[C:5]([N+:7]([O-:9])=[O:8])[CH:4]=[C:3]1[C:10]([O:12]C)=[O:11].[OH-].[Na+]. Given the product [CH3:1][N:2]1[CH:6]=[C:5]([N+:7]([O-:9])=[O:8])[CH:4]=[C:3]1[C:10]([OH:12])=[O:11], predict the reactants needed to synthesize it. (7) Given the product [C:1]([O:7][CH2:8][C@@H:9]([O:36][C:37]([CH3:39])([CH3:38])[CH3:40])[C:10]1[C:11]([C:29]2[CH:30]=[CH:31][C:32]([Cl:35])=[CH:33][CH:34]=2)=[C:12]2[C:17](=[CH:18][C:19]=1[CH3:20])[N:16]=[C:15]([N:41]1[CH2:46][CH2:45][O:44][CH2:43][CH2:42]1)[CH:14]=[CH:13]2)(=[O:6])[C:2]([CH3:5])([CH3:4])[CH3:3], predict the reactants needed to synthesize it. The reactants are: [C:1]([O:7][CH2:8][C@@H:9]([O:36][C:37]([CH3:40])([CH3:39])[CH3:38])[C:10]1[C:11]([C:29]2[CH:34]=[CH:33][C:32]([Cl:35])=[CH:31][CH:30]=2)=[C:12]2[C:17](=[CH:18][C:19]=1[CH3:20])[N:16]=[C:15](OS(C(F)(F)F)(=O)=O)[CH:14]=[CH:13]2)(=[O:6])[C:2]([CH3:5])([CH3:4])[CH3:3].[NH:41]1[CH2:46][CH2:45][O:44][CH2:43][CH2:42]1.